Task: Predict the product of the given reaction.. Dataset: Forward reaction prediction with 1.9M reactions from USPTO patents (1976-2016) Given the reactants [OH:1][C:2]1[CH:7]=[CH:6][C:5]([C:8](=[C:22]2[CH2:27][C:26]([CH3:29])([CH3:28])[CH2:25][C:24]([CH3:31])([CH3:30])[CH2:23]2)[C:9]2[CH:14]=[CH:13][C:12]([O:15][CH2:16][C:17]([O:19]CC)=[O:18])=[CH:11][CH:10]=2)=[CH:4][CH:3]=1.[OH-].[Na+], predict the reaction product. The product is: [OH:1][C:2]1[CH:7]=[CH:6][C:5]([C:8](=[C:22]2[CH2:23][C:24]([CH3:31])([CH3:30])[CH2:25][C:26]([CH3:29])([CH3:28])[CH2:27]2)[C:9]2[CH:14]=[CH:13][C:12]([O:15][CH2:16][C:17]([OH:19])=[O:18])=[CH:11][CH:10]=2)=[CH:4][CH:3]=1.